This data is from Full USPTO retrosynthesis dataset with 1.9M reactions from patents (1976-2016). The task is: Predict the reactants needed to synthesize the given product. (1) Given the product [F:1][C:2]1[CH:7]=[CH:6][C:5]([S:40]([C:10]2[CH:15]=[CH:14][C:13]([I:16])=[CH:12][N:11]=2)(=[O:42])=[O:39])=[CH:4][CH:3]=1, predict the reactants needed to synthesize it. The reactants are: [F:1][C:2]1[CH:7]=[CH:6][C:5](S)=[CH:4][CH:3]=1.Cl[C:10]1[CH:15]=[CH:14][C:13]([I:16])=[CH:12][N:11]=1.C(=O)([O-])[O-].[K+].[K+].FC1C=CC(SC2C=CC(I)=CN=2)=CC=1.O[O:39][S:40]([O-:42])=O.[K+].C(=O)([O-])O.[Na+]. (2) Given the product [CH3:48][O:47][C:44]1[CH:45]=[CH:46][C:41]([CH2:40][N:8]([CH2:7][C:6]2[CH:49]=[CH:50][C:3]([O:2][CH3:1])=[CH:4][CH:5]=2)[C:9]2[N:10]=[CH:11][C:12]([C:15]3[C:16]4[CH2:29][CH2:28][N:27]([C:30]5[CH:38]=[CH:37][C:33]([C:34]([N:60]6[CH2:61][CH2:62][CH:57]([N:54]7[CH2:55][CH2:56][O:51][CH2:52][CH2:53]7)[CH2:58][CH2:59]6)=[O:35])=[CH:32][C:31]=5[F:39])[C:17]=4[N:18]=[C:19]([N:21]4[CH2:22][CH2:23][O:24][CH2:25][CH2:26]4)[N:20]=3)=[CH:13][N:14]=2)=[CH:42][CH:43]=1, predict the reactants needed to synthesize it. The reactants are: [CH3:1][O:2][C:3]1[CH:50]=[CH:49][C:6]([CH2:7][N:8]([CH2:40][C:41]2[CH:46]=[CH:45][C:44]([O:47][CH3:48])=[CH:43][CH:42]=2)[C:9]2[N:14]=[CH:13][C:12]([C:15]3[C:16]4[CH2:29][CH2:28][N:27]([C:30]5[CH:38]=[CH:37][C:33]([C:34](O)=[O:35])=[CH:32][C:31]=5[F:39])[C:17]=4[N:18]=[C:19]([N:21]4[CH2:26][CH2:25][O:24][CH2:23][CH2:22]4)[N:20]=3)=[CH:11][N:10]=2)=[CH:5][CH:4]=1.[O:51]1[CH2:56][CH2:55][N:54]([CH:57]2[CH2:62][CH2:61][NH:60][CH2:59][CH2:58]2)[CH2:53][CH2:52]1. (3) The reactants are: [F:1][C:2]1[CH:3]=[C:4]2[C:8](=[CH:9][CH:10]=1)[NH:7][C:6](=O)[C:5]2=[O:12].[OH-:13].[Na+].O=[C:16]([CH3:20])[C:17]([O-:19])=[O:18].Cl. Given the product [F:1][C:2]1[CH:3]=[C:4]2[C:8](=[CH:9][CH:10]=1)[N:7]=[C:6]([C:5]([OH:12])=[O:13])[CH:20]=[C:16]2[C:17]([OH:19])=[O:18], predict the reactants needed to synthesize it. (4) Given the product [CH3:1][O:2][C:3]1[CH:4]=[C:5]2[C:10](=[CH:11][CH:12]=1)[NH:9][CH2:8][CH2:7][CH2:6]2, predict the reactants needed to synthesize it. The reactants are: [CH3:1][O:2][C:3]1[CH:4]=[C:5]2[C:10](=[CH:11][CH:12]=1)[N:9]=[CH:8][CH:7]=[CH:6]2.C([O-])=O.[NH4+]. (5) The reactants are: C[O:2][C:3]1[CH:8]=[CH:7][C:6]([C:9]2[C:10]3[C:11](=[N:16][O:17][C:18]=3[CH3:19])[C:12](=[O:15])[NH:13][N:14]=2)=[CH:5][CH:4]=1.C([S-])C.[Na+].O.Cl. Given the product [OH:2][C:3]1[CH:8]=[CH:7][C:6]([C:9]2[C:10]3[C:11](=[N:16][O:17][C:18]=3[CH3:19])[C:12](=[O:15])[NH:13][N:14]=2)=[CH:5][CH:4]=1, predict the reactants needed to synthesize it. (6) Given the product [CH3:27][N:28]([CH3:42])[CH2:29][CH2:30][NH:31][S:32]([C:35]1[S:39][C:38]([NH:40][C:12]([C:11]2[CH:10]=[N:9][N:8]3[C:3]([C:2]([F:26])([F:25])[F:1])=[CH:4][C:5]([C:15]4[CH:20]=[CH:19][C:18]([C:21]([F:22])([F:24])[F:23])=[CH:17][CH:16]=4)=[N:6][C:7]=23)=[O:14])=[N:37][C:36]=1[CH3:41])(=[O:34])=[O:33], predict the reactants needed to synthesize it. The reactants are: [F:1][C:2]([F:26])([F:25])[C:3]1[N:8]2[N:9]=[CH:10][C:11]([C:12]([OH:14])=O)=[C:7]2[N:6]=[C:5]([C:15]2[CH:20]=[CH:19][C:18]([C:21]([F:24])([F:23])[F:22])=[CH:17][CH:16]=2)[CH:4]=1.[CH3:27][N:28]([CH3:42])[CH2:29][CH2:30][NH:31][S:32]([C:35]1[S:39][C:38]([NH2:40])=[N:37][C:36]=1[CH3:41])(=[O:34])=[O:33]. (7) Given the product [Br:1][C:2]1[CH:7]=[C:6]([F:8])[CH:5]=[C:4]2[C:3]=1[CH:12]=[CH:13][NH:14]2, predict the reactants needed to synthesize it. The reactants are: [Br:1][C:2]1[CH:7]=[C:6]([F:8])[CH:5]=[C:4]([N+]([O-])=O)[C:3]=1/[CH:12]=[CH:13]/[N:14](C)C.[OH-].[Na+]. (8) Given the product [Br:12][CH2:13][CH:14]([F:18])[CH2:15][CH2:16][N:3]1[CH:4]=[CH:5][C:6]([C:8]([O:10][CH3:11])=[O:9])=[CH:7][C:2]1=[O:1], predict the reactants needed to synthesize it. The reactants are: [O:1]=[C:2]1[CH:7]=[C:6]([C:8]([O:10][CH3:11])=[O:9])[CH:5]=[CH:4][NH:3]1.[Br:12][CH2:13][CH:14]([F:18])[CH2:15][CH2:16]Br.C([O-])([O-])=O.[K+].[K+]. (9) Given the product [OH:29][C@H:24]1[CH2:25][CH2:26][CH2:27][CH2:28][C@@H:23]1[N:13]1[C:12](=[O:30])[C:11]2[C:16](=[C:17]3[CH:22]=[CH:21][CH:20]=[N:19][C:18]3=[C:9]([CH2:8][C:5]3[CH:6]=[N:7][C:2]([N:31]4[CH:35]=[CH:34][CH:33]=[N:32]4)=[CH:3][CH:4]=3)[CH:10]=2)[N:15]=[CH:14]1, predict the reactants needed to synthesize it. The reactants are: Cl[C:2]1[N:7]=[CH:6][C:5]([CH2:8][C:9]2[CH:10]=[C:11]3[C:16](=[C:17]4[CH:22]=[CH:21][CH:20]=[N:19][C:18]=24)[N:15]=[CH:14][N:13]([C@H:23]2[CH2:28][CH2:27][CH2:26][CH2:25][C@@H:24]2[OH:29])[C:12]3=[O:30])=[CH:4][CH:3]=1.[NH:31]1[CH:35]=[CH:34][CH:33]=[N:32]1.P([O-])([O-])([O-])=O.[K+].[K+].[K+].CN(C)[C@@H]1CCCC[C@H]1N. (10) Given the product [N:22]1([CH:7]([C:2]2[CH:3]=[CH:4][CH:5]=[CH:6][N:1]=2)[N:12]2[CH2:13][CH2:14][N:9]([C:15]([O:17][C:18]([CH3:21])([CH3:20])[CH3:19])=[O:16])[CH2:10][CH2:11]2)[C:26]2[CH:27]=[CH:28][CH:29]=[CH:30][C:25]=2[N:24]=[N:23]1, predict the reactants needed to synthesize it. The reactants are: [N:1]1[CH:6]=[CH:5][CH:4]=[CH:3][C:2]=1[CH:7]=O.[N:9]1([C:15]([O:17][C:18]([CH3:21])([CH3:20])[CH3:19])=[O:16])[CH2:14][CH2:13][NH:12][CH2:11][CH2:10]1.[NH:22]1[C:26]2[CH:27]=[CH:28][CH:29]=[CH:30][C:25]=2[N:24]=[N:23]1.